From a dataset of Full USPTO retrosynthesis dataset with 1.9M reactions from patents (1976-2016). Predict the reactants needed to synthesize the given product. (1) Given the product [CH:31]1([S:1][C:2]2[N:3]([C:13]3[CH:14]=[CH:15][C:16]([O:19][CH2:20][C:21]([F:24])([F:23])[F:22])=[CH:17][CH:18]=3)[C:4](=[O:12])[C:5]3[CH2:10][C:9](=[O:11])[NH:8][C:6]=3[N:7]=2)[CH2:35][CH2:34][CH2:33][CH2:32]1, predict the reactants needed to synthesize it. The reactants are: [S:1]=[C:2]1[NH:7][C:6]2[NH:8][C:9](=[O:11])[CH2:10][C:5]=2[C:4](=[O:12])[N:3]1[C:13]1[CH:18]=[CH:17][C:16]([O:19][CH2:20][C:21]([F:24])([F:23])[F:22])=[CH:15][CH:14]=1.C(=O)([O-])O.[Na+].I[CH:31]1[CH2:35][CH2:34][CH2:33][CH2:32]1.C(#N)C. (2) The reactants are: [NH:1]1[CH:5]=[CH:4][N:3]=[C:2]1[CH:6]=[O:7].Br.Br[CH2:10][C:11]1[CH:16]=[CH:15][CH:14]=[CH:13][N:12]=1.C(N(CC)C(C)C)(C)C. Given the product [N:12]1[CH:13]=[CH:14][CH:15]=[CH:16][C:11]=1[CH2:10][N:1]1[CH:5]=[CH:4][N:3]=[C:2]1[CH:6]=[O:7], predict the reactants needed to synthesize it. (3) Given the product [Br:1][CH2:2][CH2:3][CH2:4][CH2:5][C:6]([CH3:16])([C:9]1[CH:10]=[CH:11][CH:12]=[CH:13][CH:14]=1)[CH2:7][OH:8], predict the reactants needed to synthesize it. The reactants are: [Br:1][CH2:2][CH2:3][CH2:4][CH2:5][C:6]([CH3:16])([C:9]1[CH:14]=[CH:13][C:12](C)=[CH:11][CH:10]=1)[CH2:7][OH:8].BrCCCCC(C)(C1C=CC=CC=1)C(OCC)=O.[Li+].[BH4-].CO. (4) Given the product [CH3:17][CH:18]1[CH2:23][CH2:22][CH2:21][CH:20]([C:24]([N:12]2[CH2:11][CH2:10][N:9]([C:4]3[C:3]([C:2]([F:1])([F:15])[F:16])=[CH:8][CH:7]=[CH:6][N:5]=3)[CH2:14][CH2:13]2)=[O:25])[CH2:19]1, predict the reactants needed to synthesize it. The reactants are: [F:1][C:2]([F:16])([F:15])[C:3]1[C:4]([N:9]2[CH2:14][CH2:13][NH:12][CH2:11][CH2:10]2)=[N:5][CH:6]=[CH:7][CH:8]=1.[CH3:17][CH:18]1[CH2:23][CH2:22][CH2:21][CH:20]([C:24](O)=[O:25])[CH2:19]1.F[P-](F)(F)(F)(F)F.N1(O[P+](N(C)C)(N(C)C)N(C)C)C2C=CC=CC=2N=N1. (5) Given the product [CH3:1][S:2]([O:6][CH2:7][CH2:8][CH2:9][CH:10]1[CH2:22][C:21]2[C:20]3[C:15](=[CH:16][CH:17]=[C:18]([O:23][CH3:24])[CH:19]=3)[NH:14][C:13]=2[C:12](=[O:25])[NH:11]1)(=[O:4])=[O:3], predict the reactants needed to synthesize it. The reactants are: [CH3:1][S:2](Cl)(=[O:4])=[O:3].[OH:6][CH2:7][CH2:8][CH2:9][CH:10]1[CH2:22][C:21]2[C:20]3[C:15](=[CH:16][CH:17]=[C:18]([O:23][CH3:24])[CH:19]=3)[NH:14][C:13]=2[C:12](=[O:25])[NH:11]1. (6) Given the product [Br:9][C:10]1[CH:14]=[C:13]([C:2]2[S:3][C:4]([CH3:7])=[CH:5][CH:6]=2)[S:12][C:11]=1[CH3:16], predict the reactants needed to synthesize it. The reactants are: Br[C:2]1[S:3][C:4]([CH3:7])=[CH:5][CH:6]=1.[Mg].[Br:9][C:10]1[CH:14]=[C:13](Br)[S:12][C:11]=1[CH3:16].